This data is from Forward reaction prediction with 1.9M reactions from USPTO patents (1976-2016). The task is: Predict the product of the given reaction. (1) Given the reactants [CH3:1][C@@H:2]1[C:10]2[C:9]([N:11]3[CH2:16][CH2:15][N:14](C(OC(C)(C)C)=O)[CH2:13][CH2:12]3)=[N:8][CH:7]=[N:6][C:5]=2[CH2:4][S:3]1.[ClH:24], predict the reaction product. The product is: [CH3:1][C@@H:2]1[C:10]2[C:9]([N:11]3[CH2:16][CH2:15][NH:14][CH2:13][CH2:12]3)=[N:8][CH:7]=[N:6][C:5]=2[CH2:4][S:3]1.[ClH:24]. (2) Given the reactants C([N:8]1[CH2:14][C:13]2[N:15]=[CH:16][C:17]([N:19]([CH3:24])[CH:20]([CH3:23])[CH2:21][CH3:22])=[N:18][C:12]=2[O:11][C@@H:10]([CH2:25][O:26][CH3:27])[CH2:9]1)C1C=CC=CC=1.C(OCC)(=O)C.[ClH:34], predict the reaction product. The product is: [ClH:34].[CH3:27][O:26][CH2:25][C@H:10]1[CH2:9][NH:8][CH2:14][C:13]2[N:15]=[CH:16][C:17]([N:19]([CH3:24])[CH:20]([CH3:23])[CH2:21][CH3:22])=[N:18][C:12]=2[O:11]1. (3) Given the reactants [CH3:1][O:2][C:3]1[CH:4]=[C:5]([CH:12]([C:14]2[CH:19]=[CH:18][C:17]([O:20][CH3:21])=[C:16]([O:22][CH3:23])[CH:15]=2)[OH:13])[CH:6]=[CH:7][C:8]=1[N+:9]([O-:11])=[O:10], predict the reaction product. The product is: [CH3:1][O:2][C:3]1[CH:4]=[C:5]([C:12]([C:14]2[CH:19]=[CH:18][C:17]([O:20][CH3:21])=[C:16]([O:22][CH3:23])[CH:15]=2)=[O:13])[CH:6]=[CH:7][C:8]=1[N+:9]([O-:11])=[O:10]. (4) Given the reactants [CH:1]1([C:7]2[C:15]3[C:10](=[CH:11][C:12]([C:16]([O:18][CH3:19])=[O:17])=[CH:13][CH:14]=3)[NH:9][C:8]=2[C:20]2[CH:25]=[CH:24][CH:23]=[CH:22][C:21]=2[OH:26])[CH2:6][CH2:5][CH2:4][CH2:3][CH2:2]1.[F-].[Cs+].[N+](C1C=CC(S(O[CH2:42][C@H:43]2[CH2:45][N:44]2[C:46]([O:48][C:49]([CH3:52])([CH3:51])[CH3:50])=[O:47])(=O)=O)=CC=1)([O-])=O.CC([O-])(C)C.[K+], predict the reaction product. The product is: [C:49]([O:48][C:46]([NH:44][C@@H:43]1[CH2:45][N:9]2[C:10]3[CH:11]=[C:12]([C:16]([O:18][CH3:19])=[O:17])[CH:13]=[CH:14][C:15]=3[C:7]([CH:1]3[CH2:6][CH2:5][CH2:4][CH2:3][CH2:2]3)=[C:8]2[C:20]2[CH:25]=[CH:24][CH:23]=[CH:22][C:21]=2[O:26][CH2:42]1)=[O:47])([CH3:52])([CH3:51])[CH3:50]. (5) Given the reactants [Cl:1][C:2]1[CH:9]=[C:8]([NH:10][C@H:11]2[CH2:15][C:14](=[O:16])[N:13]([CH3:17])[CH2:12]2)[CH:7]=[CH:6][C:3]=1[C:4]#[N:5].Cl.ClC1C=C(N[C@H](CNC)C[C:31]([O:33][CH3:34])=O)C=CC=1C#N, predict the reaction product. The product is: [Cl:1][C:2]1[CH:9]=[C:8]([NH:10][C@H:11]2[CH2:15][C:14](=[O:16])[N:13]([CH2:17][CH2:31][O:33][CH3:34])[CH2:12]2)[CH:7]=[CH:6][C:3]=1[C:4]#[N:5]. (6) Given the reactants [CH2:1]([O:3][C:4]([C:6]1[N:7]([C:27]2[CH:32]=[CH:31][C:30]([O:33][CH:34]([CH3:36])[CH3:35])=[CH:29][CH:28]=2)[C:8]2[C:13]([C:14]=1[CH:15]=O)=[CH:12][C:11]([C:17]1[CH:22]=[CH:21][C:20]([C:23]([CH3:26])([CH3:25])[CH3:24])=[CH:19][CH:18]=1)=[CH:10][CH:9]=2)=[O:5])[CH3:2].[Cl-].[CH3:38][NH2+:39][CH3:40].C([O-])(=O)C.[Na+].[BH3-]C#N.[Na+], predict the reaction product. The product is: [CH2:1]([O:3][C:4]([C:6]1[N:7]([C:27]2[CH:28]=[CH:29][C:30]([O:33][CH:34]([CH3:35])[CH3:36])=[CH:31][CH:32]=2)[C:8]2[C:13]([C:14]=1[CH2:15][N:39]([CH3:40])[CH3:38])=[CH:12][C:11]([C:17]1[CH:22]=[CH:21][C:20]([C:23]([CH3:25])([CH3:24])[CH3:26])=[CH:19][CH:18]=1)=[CH:10][CH:9]=2)=[O:5])[CH3:2].